From a dataset of Catalyst prediction with 721,799 reactions and 888 catalyst types from USPTO. Predict which catalyst facilitates the given reaction. (1) Reactant: [OH:1][C@H:2]1[C:10]2[C:5](=[CH:6][CH:7]=[CH:8][CH:9]=2)[CH2:4][C@:3]1([CH2:20][C:21]1[CH:29]=[CH:28][C:24]([C:25]([OH:27])=O)=[CH:23][CH:22]=1)[C:11]1[CH2:12][C:13]2[C:18]([CH:19]=1)=[CH:17][CH:16]=[CH:15][CH:14]=2.CCN(CC)CC.[NH2:37][CH2:38][CH2:39][OH:40].C(P1(=O)OP(CCC)(=O)OP(CCC)(=O)O1)CC. Product: [OH:1][C@H:2]1[C:10]2[C:5](=[CH:6][CH:7]=[CH:8][CH:9]=2)[CH2:4][C@:3]1([CH2:20][C:21]1[CH:29]=[CH:28][C:24]([C:25]([NH:37][CH2:38][CH2:39][OH:40])=[O:27])=[CH:23][CH:22]=1)[C:11]1[CH2:12][C:13]2[C:18]([CH:19]=1)=[CH:17][CH:16]=[CH:15][CH:14]=2. The catalyst class is: 2. (2) Reactant: C[Si]([N-][Si](C)(C)C)(C)C.[Na+].C1COCC1.Cl[CH2:17][C:18]1[C:19]2[N:20]([N:26]=[C:27]([CH:29]3[CH2:31][CH2:30]3)[CH:28]=2)[C:21]([O:24][CH3:25])=[CH:22][CH:23]=1.[Cl:32][C:33]1[CH:34]=[N+:35]([O-:41])[CH:36]=[C:37]([Cl:40])[C:38]=1[CH3:39].[Cl-].[NH4+]. Product: [CH:29]1([C:27]2[CH:28]=[C:19]3[C:18]([CH2:17][CH2:39][C:38]4[C:37]([Cl:40])=[CH:36][N+:35]([O-:41])=[CH:34][C:33]=4[Cl:32])=[CH:23][CH:22]=[C:21]([O:24][CH3:25])[N:20]3[N:26]=2)[CH2:31][CH2:30]1. The catalyst class is: 1. (3) Reactant: CC([O-])(C)C.[K+].[CH2:7]([C:12]1[S:13][CH:14]=[CH:15][CH:16]=1)[CH2:8][CH2:9][CH2:10][CH3:11].[SiH:17]([CH2:22][CH3:23])([CH2:20][CH3:21])[CH2:18][CH3:19]. Product: [CH2:18]([Si:17]([CH2:22][CH3:23])([CH2:20][CH3:21])[C:14]1[S:13][C:12]([CH2:7][CH2:8][CH2:9][CH2:10][CH3:11])=[CH:16][CH:15]=1)[CH3:19]. The catalyst class is: 1. (4) Reactant: [CH3:1][N:2]1[C:6]2[S:7][C:8]([C:16]#N)=[C:9]([C:10]3[CH:15]=[CH:14][CH:13]=[CH:12][CH:11]=3)[C:5]=2[C:4]([N:18]2[CH2:23][CH2:22][CH:21]([CH2:24][O:25][CH2:26][CH2:27][N:28]3[CH2:32][CH2:31][CH2:30][CH2:29]3)[CH2:20][CH2:19]2)=[N:3]1.[OH-:33].[Na+].C[OH:36]. Product: [CH3:1][N:2]1[C:6]2[S:7][C:8]([C:16]([OH:36])=[O:33])=[C:9]([C:10]3[CH:11]=[CH:12][CH:13]=[CH:14][CH:15]=3)[C:5]=2[C:4]([N:18]2[CH2:19][CH2:20][CH:21]([CH2:24][O:25][CH2:26][CH2:27][N:28]3[CH2:29][CH2:30][CH2:31][CH2:32]3)[CH2:22][CH2:23]2)=[N:3]1. The catalyst class is: 232. (5) Reactant: [C:1]([O:7][CH3:8])(=[O:6])[CH2:2][C:3]([CH3:5])=[O:4].[H-].[Na+].[Li]CCCC.CCCCCC.Cl.Cl[CH2:24][C:25]1[N:26]([CH3:30])[CH:27]=[CH:28][N:29]=1.P([O-])(O)(O)=O.[Na+].Cl. Product: [O:4]=[C:3]([CH2:5][CH2:24][C:25]1[N:26]([CH3:30])[CH:27]=[CH:28][N:29]=1)[CH2:2][C:1]([O:7][CH3:8])=[O:6]. The catalyst class is: 1. (6) Reactant: Cl[C:2]([O:4][CH2:5][C:6]1[CH:11]=[CH:10][CH:9]=[CH:8][CH:7]=1)=[O:3].[CH3:12][O:13][C:14](=[O:24])[C@@H:15]([NH:17][CH2:18][CH:19]([O:22][CH3:23])[O:20][CH3:21])[CH3:16].C(=O)([O-])O.[Na+]. Product: [CH3:12][O:13][C:14](=[O:24])[C@@H:15]([N:17]([C:2]([O:4][CH2:5][C:6]1[CH:11]=[CH:10][CH:9]=[CH:8][CH:7]=1)=[O:3])[CH2:18][CH:19]([O:22][CH3:23])[O:20][CH3:21])[CH3:16]. The catalyst class is: 95.